From a dataset of Catalyst prediction with 721,799 reactions and 888 catalyst types from USPTO. Predict which catalyst facilitates the given reaction. (1) Reactant: Br[CH:2]1[CH2:9][CH2:8][CH2:7][CH:6]=[CH:5][CH2:4][CH2:3]1.[Mg].[CH:11](=[O:13])[CH3:12].Cl. Product: [CH:2]1([C:11](=[O:13])[CH3:12])[CH2:9][CH2:8][CH2:7][CH:6]=[CH:5][CH2:4][CH2:3]1. The catalyst class is: 27. (2) The catalyst class is: 4. Product: [CH:28]([C:27]1[C:21]2[O:20][C:19]([C:16]3[CH:15]=[CH:14][C:13]([C:11]([N:2]4[CH2:3][CH2:4][C:5]5([CH2:10][CH2:9][N:8]([CH2:48][C:47]6[CH:46]=[CH:45][C:44]([C:43]([F:42])([F:52])[F:53])=[CH:51][CH:50]=6)[CH2:7][CH2:6]5)[CH2:1]4)=[O:12])=[CH:18][CH:17]=3)=[N:23][C:22]=2[CH:24]=[C:25]([C:31]#[N:32])[CH:26]=1)([CH3:30])[CH3:29]. Reactant: [CH2:1]1[C:5]2([CH2:10][CH2:9][NH:8][CH2:7][CH2:6]2)[CH2:4][CH2:3][N:2]1[C:11]([C:13]1[CH:18]=[CH:17][C:16]([C:19]2[O:20][C:21]3[C:27]([CH:28]([CH3:30])[CH3:29])=[CH:26][C:25]([C:31]#[N:32])=[CH:24][C:22]=3[N:23]=2)=[CH:15][CH:14]=1)=[O:12].C(N(C(C)C)CC)(C)C.[F:42][C:43]([F:53])([F:52])[C:44]1[CH:51]=[CH:50][C:47]([CH2:48]Br)=[CH:46][CH:45]=1. (3) Reactant: [NH2:1][C:2]1[CH:10]=[CH:9][C:5]([C:6]([OH:8])=[O:7])=[CH:4][N:3]=1.[CH3:11]O. Product: [NH2:1][C:2]1[CH:10]=[CH:9][C:5]([C:6]([O:8][CH3:11])=[O:7])=[CH:4][N:3]=1. The catalyst class is: 65. (4) Reactant: [F:1][C:2]([F:28])([F:27])[C:3]1[N:7]2[N:8]=[C:9]([N:12]3[CH2:17][CH2:16][CH:15]([C:18]4[CH:26]=[CH:25][C:21]([C:22](O)=[O:23])=[CH:20][CH:19]=4)[CH2:14][CH2:13]3)[CH:10]=[CH:11][C:6]2=[N:5][N:4]=1.[CH3:29][O:30][CH2:31][CH2:32][NH:33][CH3:34].CCN(C(C)C)C(C)C.CN(C(ON1N=NC2C=CC=NC1=2)=[N+](C)C)C.F[P-](F)(F)(F)(F)F. Product: [CH3:29][O:30][CH2:31][CH2:32][N:33]([CH3:34])[C:22](=[O:23])[C:21]1[CH:25]=[CH:26][C:18]([CH:15]2[CH2:14][CH2:13][N:12]([C:9]3[CH:10]=[CH:11][C:6]4[N:7]([C:3]([C:2]([F:27])([F:1])[F:28])=[N:4][N:5]=4)[N:8]=3)[CH2:17][CH2:16]2)=[CH:19][CH:20]=1. The catalyst class is: 44. (5) Reactant: [C:1]([N:9]1[CH2:13][CH2:12][CH:11]([F:14])[C:10]1=[O:15])(=[O:8])[C:2]1[CH:7]=[CH:6][CH:5]=[CH:4][CH:3]=1.C1C=CC(S(N(S(C2C=CC=CC=2)(=O)=O)[F:26])(=O)=O)=CC=1.C([N-]C(C)C)(C)C.[Li+].C(=O)([O-])O.[Na+]. Product: [C:1]([N:9]1[CH2:13][CH2:12][C:11]([F:26])([F:14])[C:10]1=[O:15])(=[O:8])[C:2]1[CH:3]=[CH:4][CH:5]=[CH:6][CH:7]=1. The catalyst class is: 7. (6) Reactant: [CH3:1][C:2]1[C:10]2[N:9]=[C:8]([CH2:11][NH:12][C:13]3[CH:17]=[CH:16][NH:15][C:14]=3[C:18]([O:20]CC)=O)[NH:7][C:6]=2[CH:5]=[CH:4][C:3]=1[CH3:23].C([N:32]=[C:33]=[S:34])(=O)C1C=CC=CC=1. Product: [CH3:1][C:2]1[C:10]2[N:9]=[C:8]([CH2:11][N:12]3[C:13]4[CH:17]=[CH:16][NH:15][C:14]=4[C:18](=[O:20])[NH:32][C:33]3=[S:34])[NH:7][C:6]=2[CH:5]=[CH:4][C:3]=1[CH3:23]. The catalyst class is: 2. (7) Reactant: [C:1]([O:5][C:6]([NH:8][CH2:9][CH2:10][CH2:11][CH2:12][C:13]([OH:15])=O)=[O:7])([CH3:4])([CH3:3])[CH3:2].CCN=C=NCCCN(C)C.Cl.C1C=CC2N(O)N=NC=2C=1.[NH2:38][C:39]1[CH:48]=[CH:47][C:42]([C:43]([O:45][CH3:46])=[O:44])=[CH:41][C:40]=1[NH:49][CH2:50][CH2:51][CH3:52]. Product: [C:1]([O:5][C:6]([NH:8][CH2:9][CH2:10][CH2:11][CH2:12][C:13]([NH:38][C:39]1[CH:48]=[CH:47][C:42]([C:43]([O:45][CH3:46])=[O:44])=[CH:41][C:40]=1[NH:49][CH2:50][CH2:51][CH3:52])=[O:15])=[O:7])([CH3:2])([CH3:3])[CH3:4]. The catalyst class is: 22. (8) Reactant: [CH3:1][O:2][CH2:3][CH2:4][O:5][CH2:6][C:7]([NH:10]C(=O)OC(C)(C)C)([CH3:9])[CH3:8].[ClH:18]. Product: [ClH:18].[CH3:1][O:2][CH2:3][CH2:4][O:5][CH2:6][C:7]([CH3:9])([NH2:10])[CH3:8]. The catalyst class is: 8.